From a dataset of Full USPTO retrosynthesis dataset with 1.9M reactions from patents (1976-2016). Predict the reactants needed to synthesize the given product. Given the product [CH3:14][O:15][C:16](=[O:21])[C@H:17]([CH3:20])[CH2:18][O:19][Si:6]([C:9]([CH3:12])([CH3:11])[CH3:10])([CH3:8])[CH3:7], predict the reactants needed to synthesize it. The reactants are: N1C=CN=C1.[Si:6](Cl)([C:9]([CH3:12])([CH3:11])[CH3:10])([CH3:8])[CH3:7].[CH3:14][O:15][C:16](=[O:21])[C@H:17]([CH3:20])[CH2:18][OH:19].O.